Dataset: Catalyst prediction with 721,799 reactions and 888 catalyst types from USPTO. Task: Predict which catalyst facilitates the given reaction. Reactant: [Na].[OH:2][C:3]1[CH:4]=[N:5][CH:6]=[CH:7][CH:8]=1.F[C:10]1N=[CH:16][CH:15]=[CH:14][C:11]=1[C:12]#[N:13].[C:18](OCC)(=O)C.C([O-])(O)=O.[Na+]. Product: [N:5]1[CH:6]=[CH:7][CH:8]=[C:3]([O:2][C:14]2[CH:15]=[CH:16][CH:18]=[CH:10][C:11]=2[C:12]#[N:13])[CH:4]=1. The catalyst class is: 9.